This data is from Peptide-MHC class I binding affinity with 185,985 pairs from IEDB/IMGT. The task is: Regression. Given a peptide amino acid sequence and an MHC pseudo amino acid sequence, predict their binding affinity value. This is MHC class I binding data. (1) The peptide sequence is HFQKDAKVL. The MHC is HLA-A31:01 with pseudo-sequence HLA-A31:01. The binding affinity (normalized) is 0.0847. (2) The peptide sequence is YLARYSGSM. The MHC is HLA-C15:02 with pseudo-sequence HLA-C15:02. The binding affinity (normalized) is 0.0847.